This data is from Full USPTO retrosynthesis dataset with 1.9M reactions from patents (1976-2016). The task is: Predict the reactants needed to synthesize the given product. (1) Given the product [CH3:14][C:12]([C:15]([N:17]1[CH2:18][CH2:19][CH:20]([CH:23]=[O:24])[CH2:21][CH2:22]1)=[O:16])([CH3:11])[CH3:13], predict the reactants needed to synthesize it. The reactants are: CS(C)=O.C(Cl)(=O)C(Cl)=O.[CH3:11][C:12]([C:15]([N:17]1[CH2:22][CH2:21][CH:20]([CH2:23][OH:24])[CH2:19][CH2:18]1)=[O:16])([CH3:14])[CH3:13].C(N(CC)CC)C. (2) Given the product [F:1][C:2]1[CH:3]=[C:4]2[C:5]([C:6]([OH:8])=[C:18]([C:19]([O:21][CH2:22][CH3:23])=[O:20])[N:17]([CH2:13][CH:14]([CH3:15])[CH3:16])[C:9]2=[O:10])=[CH:11][CH:12]=1, predict the reactants needed to synthesize it. The reactants are: [F:1][C:2]1[CH:3]=[C:4]2[C:9](=[O:10])[O:8][C:6](=O)[C:5]2=[CH:11][CH:12]=1.[CH2:13]([NH:17][CH2:18][C:19]([O:21][CH2:22][CH3:23])=[O:20])[CH:14]([CH3:16])[CH3:15].C(=O)([O-])[O-].[K+].[K+].C(I)C.C(O)C.[O-]CC.[Na+].Cl. (3) Given the product [C:34]([O:37][C:38](=[O:39])[NH:40][CH:41]([CH2:42][C:43]1[CH:48]=[CH:47][C:46]([Cl:49])=[CH:45][C:44]=1[Cl:50])[C:51]([N:16]1[CH2:17][CH2:18][N:13]([CH2:12][CH2:11][C:2]2[CH:3]=[CH:4][C:5]3[C:10](=[CH:9][CH:8]=[CH:7][CH:6]=3)[CH:1]=2)[CH2:14][CH:15]1[CH2:19][CH2:20][CH2:21][N:22]1[C:30](=[O:31])[C:29]2=[CH:28][CH:27]=[CH:26][CH:25]=[C:24]2[C:23]1=[O:32])=[O:52])([CH3:36])([CH3:33])[CH3:35], predict the reactants needed to synthesize it. The reactants are: [CH:1]1[C:10]2[C:5](=[CH:6][CH:7]=[CH:8][CH:9]=2)[CH:4]=[CH:3][C:2]=1[CH2:11][CH2:12][N:13]1[CH2:18][CH2:17][NH:16][CH:15]([CH2:19][CH2:20][CH2:21][N:22]2[C:30](=[O:31])[C:29]3[C:24](=[CH:25][CH:26]=[CH:27][CH:28]=3)[C:23]2=[O:32])[CH2:14]1.[CH3:33][C:34]([O:37][C:38]([NH:40][C@@H:41]([C:51](O)=[O:52])[CH2:42][C:43]1[CH:48]=[CH:47][C:46]([Cl:49])=[CH:45][C:44]=1[Cl:50])=[O:39])([CH3:36])[CH3:35]. (4) Given the product [NH2:1][C:2]1[C:7]([CH3:8])=[C:6]([C:9]2[CH:14]=[CH:13][C:12]([C:15]([F:17])([F:16])[F:18])=[C:11]([F:19])[CH:10]=2)[N:5]=[C:4]([C:20]([OH:22])=[O:21])[C:3]=1[Cl:24], predict the reactants needed to synthesize it. The reactants are: [NH2:1][C:2]1[C:7]([CH3:8])=[C:6]([C:9]2[CH:14]=[CH:13][C:12]([C:15]([F:18])([F:17])[F:16])=[C:11]([F:19])[CH:10]=2)[N:5]=[C:4]([C:20]([O:22]C)=[O:21])[C:3]=1[Cl:24].[OH-].[Na+].Cl. (5) Given the product [CH3:1][O:2][C:3]1[C:4]2[N:15]=[C:16]([C:18]3[NH:27][C:21]4=[N:22][C:23]([CH3:26])=[CH:24][CH:25]=[C:20]4[N:19]=3)[S:17][C:5]=2[C:6]([N:9]2[CH2:10][CH2:11][O:12][CH2:13][CH2:14]2)=[CH:7][CH:8]=1, predict the reactants needed to synthesize it. The reactants are: [CH3:1][O:2][C:3]1[CH:8]=[CH:7][C:6]([N:9]2[CH2:14][CH2:13][O:12][CH2:11][CH2:10]2)=[CH:5][C:4]=1[NH:15][C:16]([C:18]1[NH:27][C:21]2=[N:22][C:23]([CH3:26])=[CH:24][CH:25]=[C:20]2[N:19]=1)=[S:17].Br.CC(O)=O.CS(C)=O.[OH-].[NH4+].